Dataset: Full USPTO retrosynthesis dataset with 1.9M reactions from patents (1976-2016). Task: Predict the reactants needed to synthesize the given product. (1) Given the product [O:1]=[C:2]1[CH:11]=[CH:10][C:9]2[C:4](=[CH:5][CH:6]=[C:7]([S:12][C:16](=[O:18])[CH3:17])[CH:8]=2)[NH:3]1, predict the reactants needed to synthesize it. The reactants are: [O:1]=[C:2]1[CH:11]=[CH:10][C:9]2[C:4](=[CH:5][CH:6]=[C:7]([S:12](Cl)(=O)=O)[CH:8]=2)[NH:3]1.[C:16](OC(=O)C)(=[O:18])[CH3:17].C([O-])(=O)C.[Na+]. (2) Given the product [CH2:13]([C:17]1[N:18]=[C:19]([CH3:54])[N:20]([CH2:39][C:40]2[CH:41]=[CH:42][C:43]([C:46]([N:48]3[CH2:53][CH2:52][O:51][CH2:50][CH2:49]3)=[O:47])=[CH:44][CH:45]=2)[C:21](=[O:38])[C:22]=1[CH2:23][C:24]1[CH:25]=[CH:26][C:27]([C:30]2[CH:35]=[CH:34][CH:33]=[CH:32][C:31]=2[C:36]2[NH:3][C:4](=[O:7])[O:5][N:37]=2)=[CH:28][CH:29]=1)[CH2:14][CH2:15][CH3:16], predict the reactants needed to synthesize it. The reactants are: [Cl-].O[NH3+:3].[C:4](=[O:7])([O-])[OH:5].[Na+].CS(C)=O.[CH2:13]([C:17]1[N:18]=[C:19]([CH3:54])[N:20]([CH2:39][C:40]2[CH:45]=[CH:44][C:43]([C:46]([N:48]3[CH2:53][CH2:52][O:51][CH2:50][CH2:49]3)=[O:47])=[CH:42][CH:41]=2)[C:21](=[O:38])[C:22]=1[CH2:23][C:24]1[CH:29]=[CH:28][C:27]([C:30]2[C:31]([C:36]#[N:37])=[CH:32][CH:33]=[CH:34][CH:35]=2)=[CH:26][CH:25]=1)[CH2:14][CH2:15][CH3:16].